This data is from Peptide-MHC class II binding affinity with 134,281 pairs from IEDB. The task is: Regression. Given a peptide amino acid sequence and an MHC pseudo amino acid sequence, predict their binding affinity value. This is MHC class II binding data. (1) The peptide sequence is FDREFTFGWDELLSK. The MHC is HLA-DPA10201-DPB11401 with pseudo-sequence HLA-DPA10201-DPB11401. The binding affinity (normalized) is 0.278. (2) The peptide sequence is EAAFNKAIKESTGGA. The MHC is DRB1_0901 with pseudo-sequence DRB1_0901. The binding affinity (normalized) is 0.324. (3) The binding affinity (normalized) is 0.0914. The peptide sequence is AAPAAGYTPATPAAP. The MHC is DRB1_1302 with pseudo-sequence DRB1_1302. (4) The MHC is DRB1_0701 with pseudo-sequence DRB1_0701. The binding affinity (normalized) is 0. The peptide sequence is TRRKLLLIFDALILL. (5) The peptide sequence is EEFVSLASRFLVEED. The MHC is DRB1_0405 with pseudo-sequence DRB1_0405. The binding affinity (normalized) is 0.403. (6) The peptide sequence is ATATAGTTVYGAFAA. The MHC is HLA-DQA10501-DQB10301 with pseudo-sequence HLA-DQA10501-DQB10301. The binding affinity (normalized) is 0.708. (7) The peptide sequence is APSTMKIKIIAPPERK. The MHC is H-2-IAs with pseudo-sequence H-2-IAs. The binding affinity (normalized) is 0.236. (8) The peptide sequence is AFKVAAEAANAAPAN. The MHC is DRB1_0802 with pseudo-sequence DRB1_0802. The binding affinity (normalized) is 0.640.